Dataset: Forward reaction prediction with 1.9M reactions from USPTO patents (1976-2016). Task: Predict the product of the given reaction. (1) Given the reactants [N+:1]([C:4]1[CH:19]=[CH:18][C:7]([CH2:8][CH:9]([C:14](OC)=[O:15])[C:10](OC)=[O:11])=[CH:6][CH:5]=1)([O-:3])=[O:2].CO, predict the reaction product. The product is: [N+:1]([C:4]1[CH:5]=[CH:6][C:7]([CH2:8][CH:9]([CH2:10][OH:11])[CH2:14][OH:15])=[CH:18][CH:19]=1)([O-:3])=[O:2]. (2) Given the reactants I[C:2]1[C:3]2[S:11][CH:10]=[C:9]([C:12]3[CH:13]=[C:14]4[C:18](=[CH:19][CH:20]=3)[N:17]([C:21](=[O:29])[CH2:22][C:23]3[CH:28]=[CH:27][CH:26]=[CH:25][CH:24]=3)[CH2:16][CH2:15]4)[C:4]=2[C:5]([NH2:8])=[N:6][CH:7]=1.[CH3:30][N:31]1[CH:35]=[C:34](B2OC(C)(C)C(C)(C)O2)[CH:33]=[N:32]1.C(=O)(O)[O-].[Na+].CO, predict the reaction product. The product is: [CH3:30][N:31]1[CH:35]=[C:34]([C:2]2[C:3]3[S:11][CH:10]=[C:9]([C:12]4[CH:13]=[C:14]5[C:18](=[CH:19][CH:20]=4)[N:17]([C:21](=[O:29])[CH2:22][C:23]4[CH:28]=[CH:27][CH:26]=[CH:25][CH:24]=4)[CH2:16][CH2:15]5)[C:4]=3[C:5]([NH2:8])=[N:6][CH:7]=2)[CH:33]=[N:32]1. (3) Given the reactants [OH:1][C:2]([C:4]([F:7])([F:6])[F:5])=[O:3].[F:8][CH:9]([F:38])[CH2:10][NH:11][C:12]1[N:13]=[C:14]2[CH2:36][CH:35]([CH3:37])[NH:34][CH2:33][C:15]2=[N:16][C:17]=1[N:18]1[CH2:23][CH2:22][CH:21]([O:24][C:25]2[CH:30]=[CH:29][C:28]([F:31])=[CH:27][C:26]=2[F:32])[CH2:20][CH2:19]1.[CH3:39][N:40]([CH3:44])[C:41](Cl)=[O:42].CCN(C(C)C)C(C)C, predict the reaction product. The product is: [F:38][CH:9]([F:8])[CH2:10][NH:11][C:12]1[N:13]=[C:14]2[CH2:36][CH:35]([CH3:37])[N:34]([C:41]([N:40]([CH3:44])[CH3:39])=[O:42])[CH2:33][C:15]2=[N:16][C:17]=1[N:18]1[CH2:19][CH2:20][CH:21]([O:24][C:25]2[CH:30]=[CH:29][C:28]([F:31])=[CH:27][C:26]=2[F:32])[CH2:22][CH2:23]1.[C:2]([OH:3])([C:4]([F:7])([F:6])[F:5])=[O:1].